Dataset: Forward reaction prediction with 1.9M reactions from USPTO patents (1976-2016). Task: Predict the product of the given reaction. (1) Given the reactants C(OC([N:8]1[CH2:13][CH2:12][CH:11]([CH3:14])[CH:10]([CH2:15][C:16]#[C:17][C:18]2[N:19]=[C:20]3[CH:26]=[CH:25][N:24]([CH2:27][O:28][CH2:29][CH2:30][Si:31]([CH3:34])([CH3:33])[CH3:32])[C:21]3=[N:22][CH:23]=2)[CH2:9]1)=O)(C)(C)C.C(N(C(C)C)C(C)C)C.[CH2:44]([S:46](Cl)(=[O:48])=[O:47])[CH3:45], predict the reaction product. The product is: [CH2:44]([S:46]([N:8]1[CH2:13][CH2:12][CH:11]([CH3:14])[CH:10]([CH2:15][C:16]#[C:17][C:18]2[N:19]=[C:20]3[CH:26]=[CH:25][N:24]([CH2:27][O:28][CH2:29][CH2:30][Si:31]([CH3:34])([CH3:32])[CH3:33])[C:21]3=[N:22][CH:23]=2)[CH2:9]1)(=[O:48])=[O:47])[CH3:45]. (2) The product is: [C:12]([O:11][C:9](=[O:10])[N:27]([CH2:26][C:24]1[CH:25]=[C:17]([F:16])[CH:18]=[C:19]2[C:23]=1[NH:22][CH:21]=[CH:20]2)[CH2:28][CH2:29][OH:30])([CH3:13])([CH3:14])[CH3:15]. Given the reactants [C:9](O[C:9]([O:11][C:12]([CH3:15])([CH3:14])[CH3:13])=[O:10])([O:11][C:12]([CH3:15])([CH3:14])[CH3:13])=[O:10].[F:16][C:17]1[CH:18]=[C:19]2[C:23](=[C:24]([CH2:26][NH:27][CH2:28][CH2:29][OH:30])[CH:25]=1)[NH:22][CH:21]=[CH:20]2, predict the reaction product.